This data is from Reaction yield outcomes from USPTO patents with 853,638 reactions. The task is: Predict the reaction yield, written as a fraction of the theoretical maximum amount of product (1.0 means a 100% yield; for example, 0.34 means a 34% yield). The product is [C:1]1([Si:7]([O:12][CH3:13])([O:8][CH3:9])[O:10][CH2:11][C:15]2[CH:20]=[CH:19][CH:18]=[CH:17][CH:16]=2)[CH:2]=[CH:3][CH:4]=[CH:5][CH:6]=1. The yield is 0.550. No catalyst specified. The reactants are [C:1]1([Si:7]([O:12][CH3:13])([O:10][CH3:11])[O:8][CH3:9])[CH:6]=[CH:5][CH:4]=[CH:3][CH:2]=1.C(O)[C:15]1[CH:20]=[CH:19][CH:18]=[CH:17][CH:16]=1.